Predict which catalyst facilitates the given reaction. From a dataset of Catalyst prediction with 721,799 reactions and 888 catalyst types from USPTO. (1) Reactant: [F:1][C:2]1[CH:16]=[C:15](B2OC(C)(C)C(C)(C)O2)[CH:14]=[CH:13][C:3]=1[O:4][C:5]1[C:6]([CH3:12])=[N:7][C:8]([CH3:11])=[CH:9][CH:10]=1.C([O-])(O)=O.[Na+].Br[C:32]1[CH:37]=[CH:36][N:35]([CH2:38][CH:39]2[CH2:41][CH2:40]2)[C:34](=[O:42])[C:33]=1[C:43]#[N:44]. Product: [CH:39]1([CH2:38][N:35]2[CH:36]=[CH:37][C:32]([C:15]3[CH:14]=[CH:13][C:3]([O:4][C:5]4[C:6]([CH3:12])=[N:7][C:8]([CH3:11])=[CH:9][CH:10]=4)=[C:2]([F:1])[CH:16]=3)=[C:33]([C:43]#[N:44])[C:34]2=[O:42])[CH2:40][CH2:41]1. The catalyst class is: 77. (2) Reactant: [O:1]=[C:2]1[NH:7][CH:6]=[C:5]([C:8](Cl)=[O:9])[CH:4]=[CH:3]1.[NH2:11][C:12]1[CH:13]=[C:14]([O:18][C:19]2[N:24]=[CH:23][C:22]3[N:25]=[C:26]([C:30]4[C:31]([NH2:35])=[N:32][O:33][N:34]=4)[N:27]([CH2:28][CH3:29])[C:21]=3[CH:20]=2)[CH:15]=[CH:16][CH:17]=1.O. Product: [NH2:35][C:31]1[C:30]([C:26]2[N:27]([CH2:28][CH3:29])[C:21]3[CH:20]=[C:19]([O:18][C:14]4[CH:13]=[C:12]([NH:11][C:8]([C:5]5[CH:4]=[CH:3][C:2](=[O:1])[NH:7][CH:6]=5)=[O:9])[CH:17]=[CH:16][CH:15]=4)[N:24]=[CH:23][C:22]=3[N:25]=2)=[N:34][O:33][N:32]=1. The catalyst class is: 17. (3) Reactant: [N:1]([C@@H:4]1[C@@H:8]([C@H:9]2[CH2:13][O:12][C:11]([CH3:15])([CH3:14])[O:10]2)[O:7][C:6](=[O:16])[C@@H:5]1[O:17]S(C(F)(F)F)(=O)=O)=[N+:2]=[N-:3].[Na].FC(F)(F)C(O)=O.CO. Product: [N:1]([C@H:4]1[C@@H:8]([C@H:9]2[CH2:13][O:12][C:11]([CH3:14])([CH3:15])[O:10]2)[O:7][C:6](=[O:16])[C@H:5]1[OH:17])=[N+:2]=[N-:3]. The catalyst class is: 3. (4) Reactant: [F:1][C:2]1([F:43])[CH2:7][C@H:6]([O:8][C:9]2[CH:14]=[CH:13][C:12]([S:15]([N:18](CC3C=CC(OC)=CC=3OC)[C:19]3[CH:24]=[CH:23][N:22]=[CH:21][N:20]=3)(=[O:17])=[O:16])=[C:11]([F:36])[CH:10]=2)[C@@H:5]([C:37]2[N:41]([CH3:42])[N:40]=[CH:39][CH:38]=2)[CH2:4][CH2:3]1.C([SiH](CC)CC)C.FC(F)(F)C(O)=O. Product: [F:43][C:2]1([F:1])[CH2:7][C@H:6]([O:8][C:9]2[CH:14]=[CH:13][C:12]([S:15]([NH:18][C:19]3[CH:24]=[CH:23][N:22]=[CH:21][N:20]=3)(=[O:16])=[O:17])=[C:11]([F:36])[CH:10]=2)[C@@H:5]([C:37]2[N:41]([CH3:42])[N:40]=[CH:39][CH:38]=2)[CH2:4][CH2:3]1. The catalyst class is: 4. (5) Reactant: CS(O[CH2:6][C:7]1([F:13])[CH2:12][CH2:11][O:10][CH2:9][CH2:8]1)(=O)=O.[C:14]1(=[O:24])[NH:18][C:17](=[O:19])[C:16]2=[CH:20][CH:21]=[CH:22][CH:23]=[C:15]12.[K]. Product: [F:13][C:7]1([CH2:6][N:18]2[C:14](=[O:24])[C:15]3[C:16](=[CH:20][CH:21]=[CH:22][CH:23]=3)[C:17]2=[O:19])[CH2:12][CH2:11][O:10][CH2:9][CH2:8]1. The catalyst class is: 42. (6) Reactant: [N:1]1([CH2:8][CH2:9][CH2:10][NH2:11])[CH2:7][CH2:6][CH2:5][CH2:4][CH2:3][CH2:2]1.[CH:12](=O)[C:13]1[CH:18]=[CH:17][CH:16]=[CH:15][CH:14]=1.[BH-](OC(C)=O)(OC(C)=O)O[C:22](C)=O.[Na+].C=O.[OH-].[Na+]. Product: [N:1]1([CH2:8][CH2:9][CH2:10][N:11]([CH2:12][C:13]2[CH:18]=[CH:17][CH:16]=[CH:15][CH:14]=2)[CH3:22])[CH2:7][CH2:6][CH2:5][CH2:4][CH2:3][CH2:2]1. The catalyst class is: 2. (7) Reactant: [NH2:1][CH:2]1[CH2:7][CH2:6][N:5]([CH2:8][CH2:9][N:10]2[C:19]3[C:14](=[CH:15][CH:16]=[C:17]([O:20][CH3:21])[CH:18]=3)[N:13]=[CH:12][C:11]2=[O:22])[CH2:4][CH2:3]1.[F:23][C:24]1[CH:25]=[C:26]([CH:29]=[CH:30][C:31]=1[CH3:32])[CH:27]=O.C(O[BH-](OC(=O)C)OC(=O)C)(=O)C.[Na+].C(=O)([O-])O.[Na+]. Product: [F:23][C:24]1[CH:25]=[C:26]([CH:29]=[CH:30][C:31]=1[CH3:32])[CH2:27][NH:1][CH:2]1[CH2:3][CH2:4][N:5]([CH2:8][CH2:9][N:10]2[C:19]3[C:14](=[CH:15][CH:16]=[C:17]([O:20][CH3:21])[CH:18]=3)[N:13]=[CH:12][C:11]2=[O:22])[CH2:6][CH2:7]1. The catalyst class is: 671. (8) Reactant: [Br:1][C:2]1[CH:3]=[C:4]([CH:26]=[CH:27][CH:28]=1)[CH2:5][C@@:6]([CH3:25])([C:21]([O:23][CH3:24])=[O:22])[N:7]=C(C1C=CC=CC=1)C1C=CC=CC=1.Cl. Product: [NH3:7].[Br:1][C:2]1[CH:3]=[C:4]([CH:26]=[CH:27][CH:28]=1)[CH2:5][C@@:6]([CH3:25])([C:21]([O:23][CH3:24])=[O:22])[NH2:7]. The catalyst class is: 92.